Dataset: Forward reaction prediction with 1.9M reactions from USPTO patents (1976-2016). Task: Predict the product of the given reaction. (1) The product is: [OH:15][C:13]1[CH:12]=[CH:11][C:10]2[N:24]=[C:25]([C:26]3[CH:31]=[CH:30][C:29]([O:32][CH3:33])=[CH:28][CH:27]=3)[N:8]([CH2:7][CH2:6][C:2]3[S:1][CH:5]=[CH:4][CH:3]=3)[C:9]=2[CH:14]=1. Given the reactants [S:1]1[CH:5]=[CH:4][CH:3]=[C:2]1[CH2:6][CH2:7][NH:8][C:9]1[C:10]([NH2:24])=[CH:11][CH:12]=[C:13]([O:15]COCC[Si](C)(C)C)[CH:14]=1.[CH:25](=O)[C:26]1[CH:31]=[CH:30][C:29]([O:32][CH3:33])=[CH:28][CH:27]=1, predict the reaction product. (2) Given the reactants [OH:1][CH2:2][CH2:3][N:4]([CH3:30])[C:5](=[O:29])[C:6]1[CH:11]=[CH:10][C:9]([C:12](=[C:23]2[CH2:28][CH2:27][NH:26][CH2:25][CH2:24]2)[C:13]2[CH:14]=[CH:15][CH:16]=[C:17]3[C:22]=2[N:21]=[CH:20][CH:19]=[CH:18]3)=[CH:8][CH:7]=1.[S:31]1[CH:35]=[C:34]([CH:36]=O)[N:33]=[CH:32]1.C(O[BH-](OC(=O)C)OC(=O)C)(=O)C.[Na+], predict the reaction product. The product is: [OH:1][CH2:2][CH2:3][N:4]([CH3:30])[C:5](=[O:29])[C:6]1[CH:7]=[CH:8][C:9]([C:12]([C:13]2[CH:14]=[CH:15][CH:16]=[C:17]3[C:22]=2[N:21]=[CH:20][CH:19]=[CH:18]3)=[C:23]2[CH2:28][CH2:27][N:26]([CH2:36][C:34]3[N:33]=[CH:32][S:31][CH:35]=3)[CH2:25][CH2:24]2)=[CH:10][CH:11]=1. (3) The product is: [O:44]1[CH:2]=[N:1][N:3]=[C:42]1[C:38]1[S:39][CH:40]=[CH:41][C:37]=1[NH:36][C:34](=[O:35])[CH2:33][C:23]1[C:32]2[C:27](=[CH:28][CH:29]=[CH:30][CH:31]=2)[CH:26]=[CH:25][CH:24]=1. Given the reactants [N+:1]([N:3]=P(C1C=CC=CC=1)(C1C=CC=CC=1)C1C=CC=CC=1)#[C-:2].[C:23]1([CH2:33][C:34]([NH:36][C:37]2[CH:41]=[CH:40][S:39][C:38]=2[C:42]([OH:44])=O)=[O:35])[C:32]2[C:27](=[CH:28][CH:29]=[CH:30][CH:31]=2)[CH:26]=[CH:25][CH:24]=1, predict the reaction product. (4) Given the reactants Cl.[Cl:2][C:3]1[CH:4]=[C:5]([C:13]2[O:17][N:16]=[C:15]([C:18]3[C:28]4[CH2:27][CH2:26][NH:25][CH2:24][CH2:23][C:22]=4[CH:21]=[CH:20][CH:19]=3)[N:14]=2)[CH:6]=[CH:7][C:8]=1[O:9][CH:10]([CH3:12])[CH3:11].C(=O)([O-])[O-].[K+].[K+].Br[CH2:36][C:37]([O:39][C:40]([CH3:43])([CH3:42])[CH3:41])=[O:38], predict the reaction product. The product is: [Cl:2][C:3]1[CH:4]=[C:5]([C:13]2[O:17][N:16]=[C:15]([C:18]3[C:28]4[CH2:27][CH2:26][N:25]([CH2:36][C:37]([O:39][C:40]([CH3:43])([CH3:42])[CH3:41])=[O:38])[CH2:24][CH2:23][C:22]=4[CH:21]=[CH:20][CH:19]=3)[N:14]=2)[CH:6]=[CH:7][C:8]=1[O:9][CH:10]([CH3:11])[CH3:12]. (5) Given the reactants [F:1][C:2]1[CH:7]=[C:6]([N+:8]([O-:10])=[O:9])[CH:5]=[C:4](I)[CH:3]=1.[I-].[CH3:13][S:14]([O-:16])=[O:15].[Na+].C(OCC)(=O)C, predict the reaction product. The product is: [F:1][C:2]1[CH:7]=[C:6]([N+:8]([O-:10])=[O:9])[CH:5]=[C:4]([S:14]([CH3:13])(=[O:16])=[O:15])[CH:3]=1.